From a dataset of Reaction yield outcomes from USPTO patents with 853,638 reactions. Predict the reaction yield, written as a fraction of the theoretical maximum amount of product (1.0 means a 100% yield; for example, 0.34 means a 34% yield). (1) The yield is 0.430. The product is [C:4]1([C:3]([C:10]2[CH:15]=[CH:14][CH:13]=[CH:12][CH:11]=2)=[C:2]([P:30]([CH:37]2[CH2:38][CH2:39][CH2:40][CH2:41][CH2:42]2)[CH:31]2[CH2:36][CH2:35][CH2:34][CH2:33][CH2:32]2)[CH:16]([CH3:18])[CH3:17])[CH:9]=[CH:8][CH:7]=[CH:6][CH:5]=1. The reactants are Br[C:2]([CH:16]([CH3:18])[CH3:17])=[C:3]([C:10]1[CH:15]=[CH:14][CH:13]=[CH:12][CH:11]=1)[C:4]1[CH:9]=[CH:8][CH:7]=[CH:6][CH:5]=1.C1COCC1.C([Li])CCC.Cl[P:30]([CH:37]1[CH2:42][CH2:41][CH2:40][CH2:39][CH2:38]1)[CH:31]1[CH2:36][CH2:35][CH2:34][CH2:33][CH2:32]1. The catalyst is O. (2) The reactants are [F:1][C:2]([F:31])([CH2:24][C:25]1[CH:30]=[CH:29][CH:28]=[CH:27][CH:26]=1)[CH2:3][C@H:4]([NH:15][C:16]([N:18]1[CH2:23][CH2:22][O:21][CH2:20][CH2:19]1)=[O:17])[C:5](=[O:14])[NH:6][C@@:7]([CH2:12][OH:13])([CH3:11])[CH2:8][CH2:9][CH3:10].CC(OI1(OC(C)=O)(OC(C)=O)OC(=O)C2C=CC=CC1=2)=O. The catalyst is C(Cl)Cl. The product is [F:31][C:2]([F:1])([CH2:24][C:25]1[CH:30]=[CH:29][CH:28]=[CH:27][CH:26]=1)[CH2:3][C@H:4]([NH:15][C:16]([N:18]1[CH2:23][CH2:22][O:21][CH2:20][CH2:19]1)=[O:17])[C:5](=[O:14])[NH:6][C@@:7]([CH:12]=[O:13])([CH3:11])[CH2:8][CH2:9][CH3:10]. The yield is 0.380.